This data is from NCI-60 drug combinations with 297,098 pairs across 59 cell lines. The task is: Regression. Given two drug SMILES strings and cell line genomic features, predict the synergy score measuring deviation from expected non-interaction effect. Drug 1: CCN(CC)CCNC(=O)C1=C(NC(=C1C)C=C2C3=C(C=CC(=C3)F)NC2=O)C. Drug 2: C(CC(=O)O)C(=O)CN.Cl. Cell line: OVCAR3. Synergy scores: CSS=4.90, Synergy_ZIP=-0.909, Synergy_Bliss=0.557, Synergy_Loewe=-0.850, Synergy_HSA=-2.83.